Predict the product of the given reaction. From a dataset of Forward reaction prediction with 1.9M reactions from USPTO patents (1976-2016). Given the reactants P(Cl)(Cl)([Cl:3])=O.[Cl:6][C:7]1[CH:12]=[C:11]([Cl:13])[CH:10]=[CH:9][C:8]=1[C:14]1[NH:19][C:18](=O)[N:17]2[N:21]=[C:22]([CH:24]3[CH2:29][CH2:28][N:27]([CH2:30][C:31]([O:33][CH2:34][CH3:35])=[O:32])[CH2:26][CH2:25]3)[N:23]=[C:16]2[CH:15]=1, predict the reaction product. The product is: [Cl:3][C:18]1[N:17]2[N:21]=[C:22]([CH:24]3[CH2:25][CH2:26][N:27]([CH2:30][C:31]([O:33][CH2:34][CH3:35])=[O:32])[CH2:28][CH2:29]3)[N:23]=[C:16]2[CH:15]=[C:14]([C:8]2[CH:9]=[CH:10][C:11]([Cl:13])=[CH:12][C:7]=2[Cl:6])[N:19]=1.